From a dataset of Full USPTO retrosynthesis dataset with 1.9M reactions from patents (1976-2016). Predict the reactants needed to synthesize the given product. (1) The reactants are: C([NH:4][C:5]([NH2:7])=[NH:6])(=O)C.N1CCCC1.CCO.[Br:16][C:17]1[CH:22]=[C:21]([F:23])[CH:20]=[CH:19][C:18]=1[C@@H:24]1[NH:29][C:28](=[O:30])/[C:27](=[C:31](/O)\[CH3:32])/[C:26](=O)[CH2:25]1. Given the product [NH2:7][C:5]1[N:4]=[C:31]([CH3:32])[C:27]2[C:28](=[O:30])[NH:29][C@@H:24]([C:18]3[CH:19]=[CH:20][C:21]([F:23])=[CH:22][C:17]=3[Br:16])[CH2:25][C:26]=2[N:6]=1, predict the reactants needed to synthesize it. (2) The reactants are: C(OC([N:11]1[CH2:20][CH2:19][C:18]2[C:13](=[C:14]([C:22]3[CH:27]=[CH:26][C:25]([CH2:28][C:29]([O:31][CH2:32][CH3:33])=[O:30])=[CH:24][C:23]=3[O:34][CH3:35])[CH:15]=[CH:16][C:17]=2[F:21])[CH2:12]1)=O)C1C=CC=CC=1. Given the product [F:21][C:17]1[CH:16]=[CH:15][C:14]([C:22]2[CH:27]=[CH:26][C:25]([CH2:28][C:29]([O:31][CH2:32][CH3:33])=[O:30])=[CH:24][C:23]=2[O:34][CH3:35])=[C:13]2[C:18]=1[CH2:19][CH2:20][NH:11][CH2:12]2, predict the reactants needed to synthesize it. (3) Given the product [CH2:24]1[O:29][C:4]2[CH:5]=[CH:6][C:1]([NH:7][C:21]([C@@H:19]3[C@@H:18]([CH2:14][CH2:15][CH2:16][CH3:17])[O:20]3)=[O:23])=[CH:2][C:3]=2[O:31]1, predict the reactants needed to synthesize it. The reactants are: [CH:1]1([NH2+:7]C2CCCCC2)[CH2:6][CH2:5][CH2:4][CH2:3][CH2:2]1.[CH2:14]([C@H:18]1[O:20][C@@H:19]1[C:21]([O-:23])=O)[CH2:15][CH2:16][CH3:17].[C:24](Cl)(=[O:29])C(C)(C)C.[O:31]1CCCC1. (4) Given the product [C:20](=[N:33][C:34]1[CH:35]=[C:36]([C:37]([C:7]2[C:15]3[C:14]([Cl:16])=[N:13][CH:12]=[N:11][C:10]=3[N:9]([CH:17]([CH3:19])[CH3:18])[CH:8]=2)=[O:38])[CH:43]=[C:44]([O:46][CH3:47])[N:45]=1)([C:27]1[CH:28]=[CH:29][CH:30]=[CH:31][CH:32]=1)[C:21]1[CH:26]=[CH:25][CH:24]=[CH:23][CH:22]=1, predict the reactants needed to synthesize it. The reactants are: [Li]CCCC.Br[C:7]1[C:15]2[C:14]([Cl:16])=[N:13][CH:12]=[N:11][C:10]=2[N:9]([CH:17]([CH3:19])[CH3:18])[CH:8]=1.[C:20](=[N:33][C:34]1[CH:35]=[C:36]([CH:43]=[C:44]([O:46][CH3:47])[N:45]=1)[C:37](N(OC)C)=[O:38])([C:27]1[CH:32]=[CH:31][CH:30]=[CH:29][CH:28]=1)[C:21]1[CH:26]=[CH:25][CH:24]=[CH:23][CH:22]=1.